From a dataset of Reaction yield outcomes from USPTO patents with 853,638 reactions. Predict the reaction yield, written as a fraction of the theoretical maximum amount of product (1.0 means a 100% yield; for example, 0.34 means a 34% yield). The reactants are F[C:2]1[CH:7]=[C:6]([CH3:8])[C:5]([N+:9]([O-:11])=[O:10])=[CH:4][N:3]=1.[N:12]1([C:18]([O:20][C:21]([CH3:24])([CH3:23])[CH3:22])=[O:19])[CH2:17][CH2:16][NH:15][CH2:14][CH2:13]1.C(=O)([O-])[O-].[K+].[K+]. The catalyst is C(#N)C. The product is [CH3:8][C:6]1[C:5]([N+:9]([O-:11])=[O:10])=[CH:4][N:3]=[C:2]([N:15]2[CH2:14][CH2:13][N:12]([C:18]([O:20][C:21]([CH3:24])([CH3:23])[CH3:22])=[O:19])[CH2:17][CH2:16]2)[CH:7]=1. The yield is 0.970.